From a dataset of NCI-60 drug combinations with 297,098 pairs across 59 cell lines. Regression. Given two drug SMILES strings and cell line genomic features, predict the synergy score measuring deviation from expected non-interaction effect. (1) Drug 1: CC12CCC3C(C1CCC2O)C(CC4=C3C=CC(=C4)O)CCCCCCCCCS(=O)CCCC(C(F)(F)F)(F)F. Drug 2: C1=NC(=NC(=O)N1C2C(C(C(O2)CO)O)O)N. Cell line: SN12C. Synergy scores: CSS=6.89, Synergy_ZIP=-3.67, Synergy_Bliss=-4.16, Synergy_Loewe=-6.24, Synergy_HSA=-5.63. (2) Drug 1: COC1=C(C=C2C(=C1)N=CN=C2NC3=CC(=C(C=C3)F)Cl)OCCCN4CCOCC4. Drug 2: C1=NC2=C(N=C(N=C2N1C3C(C(C(O3)CO)O)F)Cl)N. Cell line: NCIH23. Synergy scores: CSS=40.6, Synergy_ZIP=-1.16, Synergy_Bliss=-1.66, Synergy_Loewe=-2.08, Synergy_HSA=-0.0279. (3) Drug 1: CNC(=O)C1=CC=CC=C1SC2=CC3=C(C=C2)C(=NN3)C=CC4=CC=CC=N4. Drug 2: C1=CN(C=N1)CC(O)(P(=O)(O)O)P(=O)(O)O. Cell line: SF-295. Synergy scores: CSS=11.9, Synergy_ZIP=-2.98, Synergy_Bliss=0.269, Synergy_Loewe=2.02, Synergy_HSA=1.79. (4) Drug 1: CC(C1=C(C=CC(=C1Cl)F)Cl)OC2=C(N=CC(=C2)C3=CN(N=C3)C4CCNCC4)N. Drug 2: CCC(=C(C1=CC=CC=C1)C2=CC=C(C=C2)OCCN(C)C)C3=CC=CC=C3.C(C(=O)O)C(CC(=O)O)(C(=O)O)O. Cell line: SNB-19. Synergy scores: CSS=7.83, Synergy_ZIP=-0.141, Synergy_Bliss=4.26, Synergy_Loewe=1.82, Synergy_HSA=3.60. (5) Drug 1: C1=NC(=NC(=O)N1C2C(C(C(O2)CO)O)O)N. Drug 2: C1CN(P(=O)(OC1)NCCCl)CCCl. Cell line: HOP-92. Synergy scores: CSS=0.108, Synergy_ZIP=-2.44, Synergy_Bliss=-2.97, Synergy_Loewe=-14.3, Synergy_HSA=-5.12. (6) Drug 1: C1CC(C1)(C(=O)O)C(=O)O.[NH2-].[NH2-].[Pt+2]. Drug 2: CCN(CC)CCNC(=O)C1=C(NC(=C1C)C=C2C3=C(C=CC(=C3)F)NC2=O)C. Cell line: SW-620. Synergy scores: CSS=61.7, Synergy_ZIP=3.18, Synergy_Bliss=3.13, Synergy_Loewe=0.687, Synergy_HSA=7.10. (7) Drug 1: CC1=CC2C(CCC3(C2CCC3(C(=O)C)OC(=O)C)C)C4(C1=CC(=O)CC4)C. Drug 2: C1=NNC2=C1C(=O)NC=N2. Cell line: NCI-H522. Synergy scores: CSS=19.4, Synergy_ZIP=-4.32, Synergy_Bliss=2.57, Synergy_Loewe=3.92, Synergy_HSA=4.00. (8) Drug 1: CN(CC1=CN=C2C(=N1)C(=NC(=N2)N)N)C3=CC=C(C=C3)C(=O)NC(CCC(=O)O)C(=O)O. Drug 2: CC1=CC=C(C=C1)C2=CC(=NN2C3=CC=C(C=C3)S(=O)(=O)N)C(F)(F)F. Cell line: HCC-2998. Synergy scores: CSS=7.49, Synergy_ZIP=1.77, Synergy_Bliss=11.6, Synergy_Loewe=-26.7, Synergy_HSA=3.28.